From a dataset of Forward reaction prediction with 1.9M reactions from USPTO patents (1976-2016). Predict the product of the given reaction. Given the reactants Br[C:2]1[CH:3]=[CH:4][C:5]([C@H:8]2[N:11]([C:12]3[CH:17]=[CH:16][CH:15]=[CH:14][CH:13]=3)[C:10](=[O:18])[C@@H:9]2[CH2:19][CH2:20][C@@H:21]([C:23]2[CH:28]=[CH:27][C:26]([F:29])=[CH:25][CH:24]=2)[OH:22])=[N:6][CH:7]=1.[OH:30][C:31]1[CH:32]=[C:33](B(O)O)[CH:34]=[CH:35][CH:36]=1, predict the reaction product. The product is: [F:29][C:26]1[CH:27]=[CH:28][C:23]([C@@H:21]([OH:22])[CH2:20][CH2:19][C@@H:9]2[C@@H:8]([C:5]3[CH:4]=[CH:3][C:2]([C:35]4[CH:34]=[CH:33][CH:32]=[C:31]([OH:30])[CH:36]=4)=[CH:7][N:6]=3)[N:11]([C:12]3[CH:17]=[CH:16][CH:15]=[CH:14][CH:13]=3)[C:10]2=[O:18])=[CH:24][CH:25]=1.